Dataset: Full USPTO retrosynthesis dataset with 1.9M reactions from patents (1976-2016). Task: Predict the reactants needed to synthesize the given product. (1) Given the product [S:1]1[CH:5]=[CH:4][C:3]([CH2:6][C:7]2[O:9][N:23]=[C:17]([C:18]([O:20][CH2:21][CH3:22])=[O:19])[N:16]=2)=[CH:2]1, predict the reactants needed to synthesize it. The reactants are: [S:1]1[CH:5]=[CH:4][C:3]([CH2:6][C:7]([OH:9])=O)=[CH:2]1.C(Cl)(=O)C(Cl)=O.[NH2:16][C:17](=[N:23]O)[C:18]([O:20][CH2:21][CH3:22])=[O:19].C(N(CC)C(C)C)(C)C. (2) Given the product [N:35]1([CH2:40][CH:41]([O:13][C:14]2[C:15]([CH2:25][S:26]([C:29]3[CH:34]=[CH:33][CH:32]=[CH:31][CH:30]=3)(=[O:28])=[O:27])=[C:16]3[C:21](=[CH:22][CH:23]=2)[C:20](=[O:24])[CH2:19][CH2:18][CH2:17]3)[CH2:42][CH2:43][CH2:44][CH3:45])[CH:39]=[CH:38][N:37]=[CH:36]1, predict the reactants needed to synthesize it. The reactants are: N(C(OCC)=O)=NC(OCC)=O.[OH:13][C:14]1[C:15]([CH2:25][S:26]([C:29]2[CH:34]=[CH:33][CH:32]=[CH:31][CH:30]=2)(=[O:28])=[O:27])=[C:16]2[C:21](=[CH:22][CH:23]=1)[C:20](=[O:24])[CH2:19][CH2:18][CH2:17]2.[N:35]1([CH2:40][CH:41](O)[CH2:42][CH2:43][CH2:44][CH3:45])[CH:39]=[CH:38][N:37]=[CH:36]1.C1(P(C2C=CC=CC=2)C2C=CC=CC=2)C=CC=CC=1. (3) Given the product [CH3:47][C@:41]([NH:40][C:38](=[O:39])[O:37][C:33]([CH3:36])([CH3:35])[CH3:34])([CH2:45][CH3:46])[C:42]([NH:1][C@H:2]([CH2:29][CH:30]([CH3:32])[CH3:31])[C:3](=[O:4])[NH:5][CH:6]1[CH2:15][C:14]2[C:9](=[C:10]([N:16]3[CH2:20][CH2:19][CH2:18][C:17]3=[O:21])[CH:11]=[CH:12][CH:13]=2)[N:8]([CH2:22][C:23]2[CH:27]=[CH:26][S:25][CH:24]=2)[C:7]1=[O:28])=[O:43], predict the reactants needed to synthesize it. The reactants are: [NH2:1][C@H:2]([CH2:29][CH:30]([CH3:32])[CH3:31])[C:3]([NH:5][CH:6]1[CH2:15][C:14]2[C:9](=[C:10]([N:16]3[CH2:20][CH2:19][CH2:18][C:17]3=[O:21])[CH:11]=[CH:12][CH:13]=2)[N:8]([CH2:22][C:23]2[CH:27]=[CH:26][S:25][CH:24]=2)[C:7]1=[O:28])=[O:4].[C:33]([O:37][C:38]([NH:40][C@@:41]([CH3:47])([CH2:45][CH3:46])[C:42](O)=[O:43])=[O:39])([CH3:36])([CH3:35])[CH3:34]. (4) Given the product [CH3:25][C:12]1[CH:11]=[C:10]([O:9][CH2:8][C:2]2([CH3:1])[CH2:3][S:4](=[O:6])(=[O:7])[CH2:5]2)[CH:15]=[CH:14][C:13]=1[C:27]1[C:28]2[CH:35]=[C:34]([CH:36]=[O:37])[CH:33]=[CH:32][C:29]=2[S:30][CH:31]=1, predict the reactants needed to synthesize it. The reactants are: [CH3:1][C:2]1([CH2:8][O:9][C:10]2[CH:15]=[CH:14][C:13](B3OC(C)(C)C(C)(C)O3)=[C:12]([CH3:25])[CH:11]=2)[CH2:5][S:4](=[O:7])(=[O:6])[CH2:3]1.Br[C:27]1[C:28]2[CH:35]=[C:34]([CH:36]=[O:37])[CH:33]=[CH:32][C:29]=2[S:30][CH:31]=1.C([O-])([O-])=O.[Cs+].[Cs+]. (5) Given the product [C:31]([NH:1][CH2:2][C:3]1[CH:4]=[CH:5][C:6]([C:7]([NH:9][C:10]2[C:15]([CH3:16])=[CH:14][C:13]([C:17]([F:26])([C:18]([F:19])([F:20])[F:21])[C:22]([F:23])([F:24])[F:25])=[CH:12][C:11]=2[CH2:27][CH3:28])=[O:8])=[CH:29][CH:30]=1)(=[O:33])[CH3:32], predict the reactants needed to synthesize it. The reactants are: [NH2:1][CH2:2][C:3]1[CH:30]=[CH:29][C:6]([C:7]([NH:9][C:10]2[C:15]([CH3:16])=[CH:14][C:13]([C:17]([F:26])([C:22]([F:25])([F:24])[F:23])[C:18]([F:21])([F:20])[F:19])=[CH:12][C:11]=2[CH2:27][CH3:28])=[O:8])=[CH:5][CH:4]=1.[C:31](OC(=O)C)(=[O:33])[CH3:32]. (6) Given the product [CH2:1]([C@H:8]([NH:21][C:22]([C:24]1[N:25]=[N:26][N:27]([CH2:29][CH2:30][NH:31][C:32](=[O:45])[C:33]2[CH:38]=[CH:37][C:36]([O:39][CH3:40])=[C:35]([O:41][CH3:42])[C:34]=2[O:43][CH3:44])[CH:28]=1)=[O:23])[C:9]([C:11](=[O:20])[NH:12][CH2:13][C:14]1[CH:15]=[CH:16][CH:17]=[CH:18][CH:19]=1)=[O:10])[C:2]1[CH:7]=[CH:6][CH:5]=[CH:4][CH:3]=1, predict the reactants needed to synthesize it. The reactants are: [CH2:1]([C@H:8]([NH:21][C:22]([C:24]1[N:25]=[N:26][N:27]([CH2:29][CH2:30][NH:31][C:32](=[O:45])[C:33]2[CH:38]=[CH:37][C:36]([O:39][CH3:40])=[C:35]([O:41][CH3:42])[C:34]=2[O:43][CH3:44])[CH:28]=1)=[O:23])[CH:9]([C:11](=[O:20])[NH:12][CH2:13][C:14]1[CH:19]=[CH:18][CH:17]=[CH:16][CH:15]=1)[OH:10])[C:2]1[CH:7]=[CH:6][CH:5]=[CH:4][CH:3]=1.CC(OI1(OC(C)=O)(OC(C)=O)OC(=O)C2C=CC=CC1=2)=O.